Dataset: Retrosynthesis with 50K atom-mapped reactions and 10 reaction types from USPTO. Task: Predict the reactants needed to synthesize the given product. (1) Given the product O=C(CNCC1(O)CCCCC1)N1CCc2ccccc2[C@@H]1C1CCCCC1, predict the reactants needed to synthesize it. The reactants are: NCC1(O)CCCCC1.O=C(CCl)N1CCc2ccccc2[C@@H]1C1CCCCC1. (2) Given the product CCCCCCCCCCCCCCOc1ccc(CC(=O)OC)cc1Cl, predict the reactants needed to synthesize it. The reactants are: CCCCCCCCCCCCCCBr.COC(=O)Cc1ccc(O)c(Cl)c1.